The task is: Regression. Given two drug SMILES strings and cell line genomic features, predict the synergy score measuring deviation from expected non-interaction effect.. This data is from NCI-60 drug combinations with 297,098 pairs across 59 cell lines. (1) Drug 1: CC12CCC3C(C1CCC2O)C(CC4=C3C=CC(=C4)O)CCCCCCCCCS(=O)CCCC(C(F)(F)F)(F)F. Drug 2: CC(C)CN1C=NC2=C1C3=CC=CC=C3N=C2N. Cell line: SNB-19. Synergy scores: CSS=-3.23, Synergy_ZIP=-1.08, Synergy_Bliss=-5.60, Synergy_Loewe=-3.39, Synergy_HSA=-5.09. (2) Drug 1: C1CN1C2=NC(=NC(=N2)N3CC3)N4CC4. Drug 2: CN(C(=O)NC(C=O)C(C(C(CO)O)O)O)N=O. Cell line: SK-MEL-28. Synergy scores: CSS=15.4, Synergy_ZIP=-1.26, Synergy_Bliss=-1.56, Synergy_Loewe=-21.9, Synergy_HSA=-1.71. (3) Drug 1: CCCCC(=O)OCC(=O)C1(CC(C2=C(C1)C(=C3C(=C2O)C(=O)C4=C(C3=O)C=CC=C4OC)O)OC5CC(C(C(O5)C)O)NC(=O)C(F)(F)F)O. Drug 2: C1=CC=C(C=C1)NC(=O)CCCCCCC(=O)NO. Cell line: SNB-19. Synergy scores: CSS=58.4, Synergy_ZIP=5.28, Synergy_Bliss=5.39, Synergy_Loewe=2.34, Synergy_HSA=4.49. (4) Drug 1: C1=CN(C=N1)CC(O)(P(=O)(O)O)P(=O)(O)O. Drug 2: CC1=C(C(=O)C2=C(C1=O)N3CC4C(C3(C2COC(=O)N)OC)N4)N. Cell line: NCIH23. Synergy scores: CSS=56.5, Synergy_ZIP=2.82, Synergy_Bliss=1.58, Synergy_Loewe=-13.4, Synergy_HSA=4.54. (5) Drug 1: CCC1=C2CN3C(=CC4=C(C3=O)COC(=O)C4(CC)O)C2=NC5=C1C=C(C=C5)O. Drug 2: CN(CCCl)CCCl.Cl. Cell line: SK-MEL-5. Synergy scores: CSS=49.7, Synergy_ZIP=-9.12, Synergy_Bliss=-0.242, Synergy_Loewe=-19.5, Synergy_HSA=1.71. (6) Drug 1: CN(C)C1=NC(=NC(=N1)N(C)C)N(C)C. Drug 2: C1=NC(=NC(=O)N1C2C(C(C(O2)CO)O)O)N. Cell line: UO-31. Synergy scores: CSS=3.81, Synergy_ZIP=-0.597, Synergy_Bliss=1.49, Synergy_Loewe=-8.24, Synergy_HSA=-0.474. (7) Drug 1: C(=O)(N)NO. Drug 2: CC(C)CN1C=NC2=C1C3=CC=CC=C3N=C2N. Cell line: SK-OV-3. Synergy scores: CSS=0.124, Synergy_ZIP=0.165, Synergy_Bliss=-0.922, Synergy_Loewe=-0.617, Synergy_HSA=-1.37. (8) Synergy scores: CSS=28.9, Synergy_ZIP=-2.65, Synergy_Bliss=1.71, Synergy_Loewe=0.678, Synergy_HSA=-0.535. Cell line: CAKI-1. Drug 1: CCN(CC)CCCC(C)NC1=C2C=C(C=CC2=NC3=C1C=CC(=C3)Cl)OC. Drug 2: C1C(C(OC1N2C=NC3=C2NC=NCC3O)CO)O.